This data is from Forward reaction prediction with 1.9M reactions from USPTO patents (1976-2016). The task is: Predict the product of the given reaction. (1) Given the reactants [CH3:1][O:2][C:3]1[CH:4]=[C:5]2[C:9](=[CH:10][C:11]=1[O:12][CH3:13])[N:8]([CH2:14][CH2:15][CH2:16][F:17])[CH:7]=[C:6]2[C:18]1[N:26](S(C2C=CC(C)=CC=2)(=O)=O)[C:21]2=[N:22][CH:23]=[CH:24][CH:25]=[C:20]2[CH:19]=1.[OH-].[K+], predict the reaction product. The product is: [F:17][CH2:16][CH2:15][CH2:14][N:8]1[C:9]2[C:5](=[CH:4][C:3]([O:2][CH3:1])=[C:11]([O:12][CH3:13])[CH:10]=2)[C:6]([C:18]2[NH:26][C:21]3=[N:22][CH:23]=[CH:24][CH:25]=[C:20]3[CH:19]=2)=[CH:7]1. (2) The product is: [C:1]([NH:10][C:11]1[C:19]([CH3:20])=[CH:18][C:17]([O:21][CH3:22])=[CH:16][C:12]=1[C:13]([NH2:15])=[O:14])(=[O:9])[C:2]1[CH:3]=[CH:23][CH:5]=[CH:6][CH:7]=1. Given the reactants [C:1]([OH:9])(=O)[C:2]1[CH:7]=[CH:6][CH:5]=N[CH:3]=1.[NH2:10][C:11]1[C:19]([CH3:20])=[CH:18][C:17]([O:21][CH3:22])=[CH:16][C:12]=1[C:13]([NH2:15])=[O:14].[CH3:23]N(C(ON1N=NC2C=CC=CC1=2)=[N+](C)C)C.F[P-](F)(F)(F)(F)F.CCN(C(C)C)C(C)C, predict the reaction product.